From a dataset of Peptide-MHC class I binding affinity with 185,985 pairs from IEDB/IMGT. Regression. Given a peptide amino acid sequence and an MHC pseudo amino acid sequence, predict their binding affinity value. This is MHC class I binding data. (1) The peptide sequence is SLRLSCAASGF. The MHC is Mamu-A02 with pseudo-sequence Mamu-A02. The binding affinity (normalized) is 0.421. (2) The peptide sequence is SETDRWGL. The MHC is Mamu-A11 with pseudo-sequence Mamu-A11. The binding affinity (normalized) is 0.419. (3) The peptide sequence is RQIRMTSTI. The MHC is HLA-B39:01 with pseudo-sequence HLA-B39:01. The binding affinity (normalized) is 0.0847. (4) The binding affinity (normalized) is 0.348. The peptide sequence is CKAMQSPKK. The MHC is Mamu-B8301 with pseudo-sequence Mamu-B8301. (5) The peptide sequence is HPEIVIYQY. The MHC is HLA-B35:03 with pseudo-sequence HLA-B35:03. The binding affinity (normalized) is 0.